This data is from Forward reaction prediction with 1.9M reactions from USPTO patents (1976-2016). The task is: Predict the product of the given reaction. (1) Given the reactants [Cl:1][C:2]1[C:7]([Cl:8])=[CH:6][CH:5]=[CH:4][C:3]=1[N:9]1[C:13]([C:14]2[C:15]([NH2:20])=[N:16][CH:17]=[CH:18][CH:19]=2)=[N:12][N:11]=[N:10]1.[Cl:21][C:22]1[C:23]([F:40])=[C:24]([N:28]2[C:32]([C:33]3[C:34]([NH2:39])=[N:35][CH:36]=[CH:37][CH:38]=3)=[N:31][N:30]=[N:29]2)[CH:25]=[CH:26][CH:27]=1, predict the reaction product. The product is: [C:33]([NH:20][C:15]1[C:14]([C:13]2[N:9]([C:3]3[CH:4]=[CH:5][CH:6]=[C:7]([Cl:8])[C:2]=3[Cl:1])[N:10]=[N:11][N:12]=2)=[CH:19][CH:18]=[CH:17][N:16]=1)([CH3:34])([CH3:38])[CH3:32].[C:14]([NH:39][C:34]1[C:33]([C:32]2[N:28]([C:24]3[CH:25]=[CH:26][CH:27]=[C:22]([Cl:21])[C:23]=3[F:40])[N:29]=[N:30][N:31]=2)=[CH:38][CH:37]=[CH:36][N:35]=1)([CH3:15])([CH3:19])[CH3:13]. (2) Given the reactants F[C:2]1[CH:7]=[CH:6][C:5]([C:8]2[CH:13]=[CH:12][CH:11]=[CH:10][CH:9]=2)=[CH:4][C:3]=1[N+:14]([O-:16])=[O:15].[F-].[K+].[CH2:19]([C:21]1[CH:27]=[CH:26][CH:25]=[C:24]([CH2:28][CH3:29])[C:22]=1[NH2:23])[CH3:20], predict the reaction product. The product is: [CH2:19]([C:21]1[CH:27]=[CH:26][CH:25]=[C:24]([CH2:28][CH3:29])[C:22]=1[NH:23][C:2]1[CH:7]=[CH:6][C:5]([C:8]2[CH:13]=[CH:12][CH:11]=[CH:10][CH:9]=2)=[CH:4][C:3]=1[N+:14]([O-:16])=[O:15])[CH3:20]. (3) Given the reactants [Cl:1][C:2]1[CH:3]=[C:4]2[C:8](=[CH:9][CH:10]=1)[NH:7][C:6]([C:11]([NH:13][NH2:14])=[O:12])=[CH:5]2.C(N(CC)CC)C.[C:22]1([CH2:28][C:29](Cl)=[O:30])[CH:27]=[CH:26][CH:25]=[CH:24][CH:23]=1.C(=O)([O-])O.[Na+], predict the reaction product. The product is: [C:22]1([CH2:28][C:29]([N:13]([C:11]([C:6]2[NH:7][C:8]3[C:4]([CH:5]=2)=[CH:3][C:2]([Cl:1])=[CH:10][CH:9]=3)=[O:12])[NH2:14])=[O:30])[CH:27]=[CH:26][CH:25]=[CH:24][CH:23]=1. (4) The product is: [CH2:20]([C@H:12]1[N:11]([CH:22]([CH3:23])[CH3:24])[C:10]2[N:9]=[C:8]([C:7]3[CH:6]=[CH:5][N:4]=[CH:3][C:2]=3[NH:1][S:31]([C:25]3[CH:30]=[CH:29][CH:28]=[CH:27][CH:26]=3)(=[O:33])=[O:32])[N:17]=[CH:16][C:15]=2[N:14]([CH3:18])[C:13]1=[O:19])[CH3:21]. Given the reactants [NH2:1][C:2]1[CH:3]=[N:4][CH:5]=[CH:6][C:7]=1[C:8]1[N:17]=[CH:16][C:15]2[N:14]([CH3:18])[C:13](=[O:19])[C@@H:12]([CH2:20][CH3:21])[N:11]([CH:22]([CH3:24])[CH3:23])[C:10]=2[N:9]=1.[C:25]1([S:31](Cl)(=[O:33])=[O:32])[CH:30]=[CH:29][CH:28]=[CH:27][CH:26]=1.C(O)(C(F)(F)F)=O, predict the reaction product. (5) Given the reactants [F:1][C:2]1[CH:7]=[CH:6][C:5]([F:8])=[CH:4][C:3]=1[Mg]Br.FC1C=CC(F)=CC=1Br.[Mg].[Cl:21][CH2:22][C:23](=[O:33])[C@H:24]([O:26][C:27](=[O:32])[C:28]([CH3:31])([CH3:30])[CH3:29])[CH3:25].[Cl-].[NH4+], predict the reaction product. The product is: [Cl:21][CH2:22][C:23]([C:3]1[CH:4]=[C:5]([F:8])[CH:6]=[CH:7][C:2]=1[F:1])([OH:33])[CH:24]([O:26][C:27](=[O:32])[C:28]([CH3:30])([CH3:29])[CH3:31])[CH3:25].